Dataset: Forward reaction prediction with 1.9M reactions from USPTO patents (1976-2016). Task: Predict the product of the given reaction. (1) Given the reactants [C:1]([O:3][CH2:4][CH3:5])#[CH:2].C([Li])CCC.[CH3:11][N:12]1[CH2:21][CH2:20][CH2:19][CH:18]2[C:22](=[O:23])[CH:14]([CH2:15][CH2:16][CH2:17]2)[CH2:13]1.[Cl-].[NH4+].S(=O)(=O)(O)[OH:27].C(=O)(O)[O-].[Na+], predict the reaction product. The product is: [CH2:1]([O:3][C:4](=[O:27])[CH2:5][C:22]1([OH:23])[CH:20]2[CH2:21][N:12]([CH3:11])[CH2:13][CH:14]1[CH2:15][CH2:16][CH2:17][CH2:18][CH2:19]2)[CH3:2]. (2) Given the reactants [CH3:1][O:2][C@H:3]([CH3:9])[C@@H:4]([C:6]([OH:8])=[O:7])[NH2:5].Cl[C:11]([O:13][CH3:14])=[O:12], predict the reaction product. The product is: [CH3:1][O:2][C@@H:3]([CH3:9])[C@H:4]([NH:5][C:11]([O:13][CH3:14])=[O:12])[C:6]([OH:8])=[O:7]. (3) Given the reactants [Cl:1][C:2]1[CH:7]=[CH:6][C:5]([S:8]([N:11]2[C:17]3[CH:18]=[CH:19][CH:20]=[CH:21][C:16]=3[C:15](=[O:22])[NH:14][CH2:13][CH2:12]2)(=[O:10])=[O:9])=[CH:4][C:3]=1[N+:23]([O-])=O.Cl.O.[OH-].[Na+], predict the reaction product. The product is: [NH2:23][C:3]1[CH:4]=[C:5]([S:8]([N:11]2[C:17]3[CH:18]=[CH:19][CH:20]=[CH:21][C:16]=3[C:15](=[O:22])[NH:14][CH2:13][CH2:12]2)(=[O:10])=[O:9])[CH:6]=[CH:7][C:2]=1[Cl:1]. (4) Given the reactants [F:1][C:2]1[CH:3]=[C:4]([C:12]2[CH:13]=[C:14]3[C:19](=[C:20]([N+:22]([O-])=O)[CH:21]=2)[NH:18][C:17](=[O:25])[CH2:16][CH2:15]3)[CH:5]=[CH:6][C:7]=1[C:8]([F:11])([F:10])[F:9], predict the reaction product. The product is: [NH2:22][C:20]1[CH:21]=[C:12]([C:4]2[CH:5]=[CH:6][C:7]([C:8]([F:11])([F:9])[F:10])=[C:2]([F:1])[CH:3]=2)[CH:13]=[C:14]2[C:19]=1[NH:18][C:17](=[O:25])[CH2:16][CH2:15]2. (5) Given the reactants [CH3:1][O:2][C:3]1[CH:4]=[C:5]([Mg]Br)[CH:6]=[C:7]([O:11][CH3:12])[C:8]=1[O:9][CH3:10].COCN[C:19]([C:21]1[N:22]=[C:23]([C:26]2[CH:31]=[CH:30][CH:29]=[CH:28][CH:27]=2)[S:24][CH:25]=1)=[O:20], predict the reaction product. The product is: [C:26]1([C:23]2[S:24][CH:25]=[C:21]([C:19]([C:5]3[CH:4]=[C:3]([O:2][CH3:1])[C:8]([O:9][CH3:10])=[C:7]([O:11][CH3:12])[CH:6]=3)=[O:20])[N:22]=2)[CH:27]=[CH:28][CH:29]=[CH:30][CH:31]=1.